Dataset: NCI-60 drug combinations with 297,098 pairs across 59 cell lines. Task: Regression. Given two drug SMILES strings and cell line genomic features, predict the synergy score measuring deviation from expected non-interaction effect. Drug 1: CC1=C(C=C(C=C1)NC2=NC=CC(=N2)N(C)C3=CC4=NN(C(=C4C=C3)C)C)S(=O)(=O)N.Cl. Drug 2: C1=CC(=CC=C1C#N)C(C2=CC=C(C=C2)C#N)N3C=NC=N3. Cell line: HCT116. Synergy scores: CSS=-3.73, Synergy_ZIP=0.0861, Synergy_Bliss=-3.34, Synergy_Loewe=-4.41, Synergy_HSA=-4.72.